From a dataset of Full USPTO retrosynthesis dataset with 1.9M reactions from patents (1976-2016). Predict the reactants needed to synthesize the given product. (1) Given the product [Cl:1][C:2]1[CH:7]=[CH:6][C:5]([C:8]2[CH2:13][CH2:12][N:11]([C:14]([O:16][C:17]([CH3:20])([CH3:19])[CH3:18])=[O:15])[CH2:10][C:9]=2[CH3:21])=[CH:4][CH:3]=1, predict the reactants needed to synthesize it. The reactants are: [Cl:1][C:2]1[CH:7]=[CH:6][C:5]([C:8]2(O)[CH2:13][CH2:12][N:11]([C:14]([O:16][C:17]([CH3:20])([CH3:19])[CH3:18])=[O:15])[CH2:10][CH:9]2[CH3:21])=[CH:4][CH:3]=1.Cl.[OH-].[Na+]. (2) Given the product [Br:1][C:2]1[CH:7]=[CH:6][N:5]=[C:4]2[N:8]([S:12]([C:15]3[CH:20]=[CH:19][CH:18]=[CH:17][CH:16]=3)(=[O:14])=[O:13])[C:9]([C:27]3[CH:26]=[CH:25][CH:24]=[C:23]([CH:21]=[O:22])[CH:28]=3)=[CH:10][C:3]=12, predict the reactants needed to synthesize it. The reactants are: [Br:1][C:2]1[CH:7]=[CH:6][N:5]=[C:4]2[N:8]([S:12]([C:15]3[CH:20]=[CH:19][CH:18]=[CH:17][CH:16]=3)(=[O:14])=[O:13])[C:9](I)=[CH:10][C:3]=12.[CH:21]([C:23]1[CH:24]=[C:25](B(O)O)[CH:26]=[CH:27][CH:28]=1)=[O:22].C(=O)(O)[O-].[Na+].